From a dataset of Reaction yield outcomes from USPTO patents with 853,638 reactions. Predict the reaction yield, written as a fraction of the theoretical maximum amount of product (1.0 means a 100% yield; for example, 0.34 means a 34% yield). (1) The reactants are [Br:1][C:2]1[CH:7]=[CH:6][C:5](I)=[C:4]([O:9][CH3:10])[CH:3]=1.[NH2:11][C:12]1[CH:17]=[CH:16][C:15]([S:18][CH2:19][C:20]2[CH:25]=[CH:24][CH:23]=[CH:22][CH:21]=2)=[CH:14][C:13]=1/[CH:26]=[CH:27]/[C:28]([O:30][CH2:31][CH3:32])=[O:29].C(=O)([O-])[O-].[Cs+].[Cs+].C1(OC)CCCC1. The catalyst is C1C=CC(/C=C/C(/C=C/C2C=CC=CC=2)=O)=CC=1.C1C=CC(/C=C/C(/C=C/C2C=CC=CC=2)=O)=CC=1.C1C=CC(/C=C/C(/C=C/C2C=CC=CC=2)=O)=CC=1.[Pd].[Pd].CC1(C)C2C(=C(P(C3C=CC=CC=3)C3C=CC=CC=3)C=CC=2)OC2C(P(C3C=CC=CC=3)C3C=CC=CC=3)=CC=CC1=2.O. The product is [CH2:19]([S:18][C:15]1[CH:16]=[CH:17][C:12]([NH:11][C:5]2[CH:6]=[CH:7][C:2]([Br:1])=[CH:3][C:4]=2[O:9][CH3:10])=[C:13](/[CH:26]=[CH:27]/[C:28]([O:30][CH2:31][CH3:32])=[O:29])[CH:14]=1)[C:20]1[CH:21]=[CH:22][CH:23]=[CH:24][CH:25]=1. The yield is 0.910. (2) The reactants are C(NC(C)C)(C)C.[Li]CCCC.[CH:13]([C:15]1[CH:16]=[C:17]2[C:22](=[CH:23][CH:24]=1)[C:21](=[O:25])[CH2:20][CH2:19][CH2:18]2)=[CH2:14].[C:26]1([C:32]2[O:36][N:35]=[C:34]([C:37](F)=[O:38])[C:33]=2[C:40]([F:43])([F:42])[F:41])[CH:31]=[CH:30][CH:29]=[CH:28][CH:27]=1. The catalyst is C1COCC1. The product is [C:26]1([C:32]2[O:36][N:35]=[C:34]([C:37]([CH:20]3[CH2:19][CH2:18][C:17]4[C:22](=[CH:23][CH:24]=[C:15]([CH:13]=[CH2:14])[CH:16]=4)[C:21]3=[O:25])=[O:38])[C:33]=2[C:40]([F:42])([F:43])[F:41])[CH:27]=[CH:28][CH:29]=[CH:30][CH:31]=1. The yield is 0.649. (3) The catalyst is C1COCC1. The reactants are [Cl:1][C:2]1[CH:7]=[CH:6][CH:5]=[CH:4][C:3]=1[CH:8]([N:11]1[CH2:16][CH2:15][C:14]2[S:17][CH:18]=[CH:19][C:13]=2[CH2:12]1)[CH2:9]O.S(Cl)([Cl:22])=O. The product is [Cl:22][CH2:9][CH:8]([N:11]1[CH2:16][CH2:15][C:14]2[S:17][CH:18]=[CH:19][C:13]=2[CH2:12]1)[C:3]1[CH:4]=[CH:5][CH:6]=[CH:7][C:2]=1[Cl:1]. The yield is 0.981. (4) The reactants are [C-:1]#[N:2].[Na+].[Br:4][C:5]1[CH:10]=[CH:9][C:8]([CH2:11]Br)=[C:7]([F:13])[CH:6]=1. The catalyst is CN(C=O)C. The product is [Br:4][C:5]1[CH:10]=[CH:9][C:8]([CH2:11][C:1]#[N:2])=[C:7]([F:13])[CH:6]=1. The yield is 0.880. (5) The reactants are [NH2:1][C:2]1[CH:47]=[C:46]([N:48]2[CH2:53][CH2:52][N:51]([CH3:54])[CH2:50][CH2:49]2)[CH:45]=[CH:44][C:3]=1[C:4]([NH:6][C:7]1[C:15]2[C:10](=[CH:11][CH:12]=[C:13]([CH2:16][C:17]3[CH:22]=[C:21]([F:23])[CH:20]=[C:19]([F:24])[CH:18]=3)[CH:14]=2)[N:9](C(C2C=CC=CC=2)(C2C=CC=CC=2)C2C=CC=CC=2)[N:8]=1)=[O:5].[CH3:55][S:56]([Cl:59])(=[O:58])=[O:57].Cl. The catalyst is ClCCl.N1C=CC=CC=1.O1CCOCC1. The product is [ClH:59].[F:23][C:21]1[CH:22]=[C:17]([CH:18]=[C:19]([F:24])[CH:20]=1)[CH2:16][C:13]1[CH:14]=[C:15]2[C:10](=[CH:11][CH:12]=1)[NH:9][N:8]=[C:7]2[NH:6][C:4](=[O:5])[C:3]1[CH:44]=[CH:45][C:46]([N:48]2[CH2:53][CH2:52][N:51]([CH3:54])[CH2:50][CH2:49]2)=[CH:47][C:2]=1[NH:1][S:56]([CH3:55])(=[O:58])=[O:57]. The yield is 0.630. (6) The reactants are [Br:1][C:2]1[CH:15]=[CH:14][C:13]2[N:12]([CH2:16][CH2:17][C:18]#[N:19])[C:11]3[C:6](=[CH:7][C:8]([Br:20])=[CH:9][CH:10]=3)[C:5]([CH3:22])([CH3:21])[C:4]=2[CH:3]=1.[N-:23]=[N+:24]=[N-:25].[Na+].[Cl-].[NH4+].Cl. The catalyst is O.CN(C=O)C. The product is [Br:20][C:8]1[CH:9]=[CH:10][C:11]2[N:12]([CH2:16][CH2:17][C:18]3[NH:25][N:24]=[N:23][N:19]=3)[C:13]3[C:4](=[CH:3][C:2]([Br:1])=[CH:15][CH:14]=3)[C:5]([CH3:22])([CH3:21])[C:6]=2[CH:7]=1. The yield is 0.360. (7) The yield is 0.796. No catalyst specified. The reactants are [Cl:1][C:2]1[C:11]([NH:12][C:13]([O:15][CH2:16][CH:17]=[CH2:18])=[O:14])=[CH:10][CH:9]=[CH:8][C:3]=1[C:4]([O:6]C)=O.[Cl:19][C:20]1[N:25]=[C:24]([CH3:26])[CH:23]=[CH:22][N:21]=1. The product is [Cl:1][C:2]1[C:3](/[C:4](/[OH:6])=[CH:26]\[C:24]2[CH:23]=[CH:22][N:21]=[C:20]([Cl:19])[N:25]=2)=[CH:8][CH:9]=[CH:10][C:11]=1[NH:12][C:13](=[O:14])[O:15][CH2:16][CH:17]=[CH2:18].